This data is from NCI-60 drug combinations with 297,098 pairs across 59 cell lines. The task is: Regression. Given two drug SMILES strings and cell line genomic features, predict the synergy score measuring deviation from expected non-interaction effect. (1) Drug 1: C(CC(=O)O)C(=O)CN.Cl. Drug 2: C(CN)CNCCSP(=O)(O)O. Cell line: MALME-3M. Synergy scores: CSS=6.92, Synergy_ZIP=-5.04, Synergy_Bliss=0.618, Synergy_Loewe=-8.29, Synergy_HSA=-1.53. (2) Drug 1: C1=CC(=CC=C1CC(C(=O)O)N)N(CCCl)CCCl.Cl. Drug 2: CC(C)NC(=O)C1=CC=C(C=C1)CNNC.Cl. Cell line: SK-MEL-5. Synergy scores: CSS=21.6, Synergy_ZIP=2.48, Synergy_Bliss=12.4, Synergy_Loewe=2.86, Synergy_HSA=5.96. (3) Drug 1: CN(C)C1=NC(=NC(=N1)N(C)C)N(C)C. Drug 2: B(C(CC(C)C)NC(=O)C(CC1=CC=CC=C1)NC(=O)C2=NC=CN=C2)(O)O. Cell line: NCI-H322M. Synergy scores: CSS=4.17, Synergy_ZIP=2.24, Synergy_Bliss=6.80, Synergy_Loewe=4.88, Synergy_HSA=3.10. (4) Drug 1: COCCOC1=C(C=C2C(=C1)C(=NC=N2)NC3=CC=CC(=C3)C#C)OCCOC. Drug 2: CNC(=O)C1=NC=CC(=C1)OC2=CC=C(C=C2)NC(=O)NC3=CC(=C(C=C3)Cl)C(F)(F)F. Cell line: T-47D. Synergy scores: CSS=55.3, Synergy_ZIP=8.18, Synergy_Bliss=7.80, Synergy_Loewe=1.06, Synergy_HSA=11.0. (5) Drug 1: CCC1=CC2CC(C3=C(CN(C2)C1)C4=CC=CC=C4N3)(C5=C(C=C6C(=C5)C78CCN9C7C(C=CC9)(C(C(C8N6C)(C(=O)OC)O)OC(=O)C)CC)OC)C(=O)OC.C(C(C(=O)O)O)(C(=O)O)O. Drug 2: CCC(=C(C1=CC=CC=C1)C2=CC=C(C=C2)OCCN(C)C)C3=CC=CC=C3.C(C(=O)O)C(CC(=O)O)(C(=O)O)O. Cell line: K-562. Synergy scores: CSS=78.5, Synergy_ZIP=13.2, Synergy_Bliss=15.2, Synergy_Loewe=-9.33, Synergy_HSA=14.6.